From a dataset of Full USPTO retrosynthesis dataset with 1.9M reactions from patents (1976-2016). Predict the reactants needed to synthesize the given product. (1) Given the product [CH2:1]([O:8][C:9]1[CH:10]=[CH:11][C:12]([C:15]2[N:19]([C:20]3[CH:21]=[CH:22][C:23]([O:26][CH3:27])=[N:24][CH:25]=3)[N:18]=[C:17]([O:28][CH3:29])[CH:16]=2)=[CH:13][CH:14]=1)[C:2]1[CH:7]=[CH:6][CH:5]=[CH:4][CH:3]=1, predict the reactants needed to synthesize it. The reactants are: [CH2:1]([O:8][C:9]1[CH:14]=[CH:13][C:12]([C:15]2[N:19]([C:20]3[CH:21]=[CH:22][C:23]([O:26][CH3:27])=[N:24][CH:25]=3)[N:18]=[C:17]([OH:28])[CH:16]=2)=[CH:11][CH:10]=1)[C:2]1[CH:7]=[CH:6][CH:5]=[CH:4][CH:3]=1.[C:29](=O)(OC)OC.C(=O)([O-])[O-].[K+].[K+]. (2) Given the product [CH2:44]([O:46][C:47](=[O:52])[CH2:48][CH2:49][CH2:50][NH:51][C:18]([C:14]1[C:13]([OH:21])=[C:12]2[C:17](=[CH:16][N:15]=1)[N:8]([CH2:1][C:2]1[CH:3]=[CH:4][CH:5]=[CH:6][CH:7]=1)[C:9](=[O:28])[C:10]([C:22]1[CH:27]=[CH:26][CH:25]=[CH:24][CH:23]=1)=[CH:11]2)=[O:20])[CH3:45], predict the reactants needed to synthesize it. The reactants are: [CH2:1]([N:8]1[C:17]2[C:12](=[C:13]([OH:21])[C:14]([C:18]([OH:20])=O)=[N:15][CH:16]=2)[CH:11]=[C:10]([C:22]2[CH:27]=[CH:26][CH:25]=[CH:24][CH:23]=2)[C:9]1=[O:28])[C:2]1[CH:7]=[CH:6][CH:5]=[CH:4][CH:3]=1.C1C=CC2N(O)N=NC=2C=1.C(Cl)CCl.Cl.[CH2:44]([O:46][C:47](=[O:52])[CH2:48][CH2:49][CH2:50][NH2:51])[CH3:45].CCN(C(C)C)C(C)C.